Dataset: Reaction yield outcomes from USPTO patents with 853,638 reactions. Task: Predict the reaction yield, written as a fraction of the theoretical maximum amount of product (1.0 means a 100% yield; for example, 0.34 means a 34% yield). The reactants are [C:1]([O:5][C:6]([N:8]1[CH2:11][C:10](=O)[CH2:9]1)=[O:7])([CH3:4])([CH3:3])[CH3:2].Cl.[F:14][CH:15]1[CH2:20][CH2:19][NH:18][CH2:17][CH2:16]1.C(O[BH-](OC(=O)C)OC(=O)C)(=O)C.[Na+]. The catalyst is ClCCCl. The product is [C:1]([O:5][C:6]([N:8]1[CH2:11][CH:10]([N:18]2[CH2:19][CH2:20][CH:15]([F:14])[CH2:16][CH2:17]2)[CH2:9]1)=[O:7])([CH3:4])([CH3:3])[CH3:2]. The yield is 0.390.